From a dataset of Full USPTO retrosynthesis dataset with 1.9M reactions from patents (1976-2016). Predict the reactants needed to synthesize the given product. Given the product [ClH:24].[CH:21]1([C:17]2[CH:18]=[C:19]([CH3:20])[C:14]([N:11]3[CH2:10][CH2:9][NH:8][CH2:13][CH2:12]3)=[N:15][CH:16]=2)[CH2:23][CH2:22]1, predict the reactants needed to synthesize it. The reactants are: C(OC([N:8]1[CH2:13][CH2:12][N:11]([C:14]2[C:19]([CH3:20])=[CH:18][C:17]([CH:21]3[CH2:23][CH2:22]3)=[CH:16][N:15]=2)[CH2:10][CH2:9]1)=O)(C)(C)C.[ClH:24].C(OCC)(=O)C.C(OCC)(=O)C.